Dataset: Catalyst prediction with 721,799 reactions and 888 catalyst types from USPTO. Task: Predict which catalyst facilitates the given reaction. (1) Product: [C:14]([NH:7][C:1]1[CH:6]=[CH:5][CH:4]=[CH:3][CH:2]=1)(=[O:21])[C:15]1[CH:20]=[CH:19][CH:18]=[CH:17][CH:16]=1. The catalyst class is: 17. Reactant: [C:1]1([NH:7]C2C=CC=CC=2)[CH:6]=[CH:5][CH:4]=[CH:3][CH:2]=1.[C:14](Cl)(=[O:21])[C:15]1[CH:20]=[CH:19][CH:18]=[CH:17][CH:16]=1. (2) Reactant: [CH3:1][C:2]([NH:23]C(=O)C(F)(F)F)([CH3:22])[CH2:3][C:4]1[CH:9]=[CH:8][C:7]([S:10]([C:13]2[CH:14]=[C:15]([CH:19]=[CH:20][CH:21]=2)[C:16]([OH:18])=[O:17])(=[O:12])=[O:11])=[CH:6][CH:5]=1.[OH-].[Na+]. Product: [NH2:23][C:2]([CH3:22])([CH3:1])[CH2:3][C:4]1[CH:5]=[CH:6][C:7]([S:10]([C:13]2[CH:14]=[C:15]([CH:19]=[CH:20][CH:21]=2)[C:16]([OH:18])=[O:17])(=[O:11])=[O:12])=[CH:8][CH:9]=1. The catalyst class is: 8.